From a dataset of Forward reaction prediction with 1.9M reactions from USPTO patents (1976-2016). Predict the product of the given reaction. (1) Given the reactants [NH2:1][C:2]1[CH:3]=[C:4]([CH:8]=[CH:9][C:10]=1[NH:11][CH2:12][CH2:13][CH2:14][NH:15][C:16]([O:18][C:19]([CH3:22])([CH3:21])[CH3:20])=[O:17])[C:5]([OH:7])=[O:6].[CH3:23][O:24][C:25](OC)(OC)OC, predict the reaction product. The product is: [C:19]([O:18][C:16]([NH:15][CH2:14][CH2:13][CH2:12][N:11]1[C:10]2[CH:9]=[CH:8][C:4]([C:5]([OH:7])=[O:6])=[CH:3][C:2]=2[N:1]=[C:23]1[O:24][CH3:25])=[O:17])([CH3:22])([CH3:21])[CH3:20]. (2) The product is: [C:40]([O:39][C:38]([NH:37][CH2:36][CH2:35][CH2:34][CH2:33][CH2:32][S:29]([N:28]([C:2]1[N:11]=[C:10]([C:12]([O:14][CH3:15])=[O:13])[C:9]([O:16][S:17]([C:20]2[CH:26]=[CH:25][C:23]([CH3:24])=[CH:22][CH:21]=2)(=[O:19])=[O:18])=[C:8]2[C:3]=1[CH:4]=[CH:5][CH:6]=[N:7]2)[CH3:27])(=[O:31])=[O:30])=[O:44])([CH3:43])([CH3:42])[CH3:41]. Given the reactants Br[C:2]1[N:11]=[C:10]([C:12]([O:14][CH3:15])=[O:13])[C:9]([O:16][S:17]([C:20]2[CH:26]=[CH:25][C:23]([CH3:24])=[CH:22][CH:21]=2)(=[O:19])=[O:18])=[C:8]2[C:3]=1[CH:4]=[CH:5][CH:6]=[N:7]2.[CH3:27][NH:28][S:29]([CH2:32][CH2:33][CH2:34][CH2:35][CH2:36][NH:37][C:38](=[O:44])[O:39][C:40]([CH3:43])([CH3:42])[CH3:41])(=[O:31])=[O:30].N1C=CC=CC=1C1C=CC=CN=1, predict the reaction product. (3) Given the reactants [S:1]1[CH2:6][CH2:5][C:4](=[O:7])[CH2:3][CH2:2]1.[C:8]1(C)C=CC(S(O)(=O)=O)=C[CH:9]=1, predict the reaction product. The product is: [CH:6]12[S:1][CH:2]([CH2:8][CH2:9]1)[CH2:3][C:4](=[O:7])[CH2:5]2. (4) The product is: [Br:21][C:11]1[C:6]([NH:5][C:3](=[O:4])[C:2]([CH3:15])([CH3:14])[CH3:1])=[N:7][C:8]([O:12][CH3:13])=[CH:9][CH:10]=1. Given the reactants [CH3:1][C:2]([CH3:15])([CH3:14])[C:3]([NH:5][C:6]1[CH:11]=[CH:10][CH:9]=[C:8]([O:12][CH3:13])[N:7]=1)=[O:4].C([Li])CCC.[Br:21]CCBr.O, predict the reaction product. (5) Given the reactants [Cl:1][C:2]1[CH:30]=[CH:29][CH:28]=[CH:27][C:3]=1[CH2:4][N:5]([C:11]1[C:16]([C:17]([F:20])([F:19])[F:18])=[CH:15][C:14]([N+:21]([O-])=O)=[CH:13][C:12]=1[N+:24]([O-])=O)[C:6](=[O:10])[O:7][CH2:8][CH3:9], predict the reaction product. The product is: [Cl:1][C:2]1[CH:30]=[CH:29][CH:28]=[CH:27][C:3]=1[CH2:4][N:5]([C:11]1[C:16]([C:17]([F:20])([F:19])[F:18])=[CH:15][C:14]([NH2:21])=[CH:13][C:12]=1[NH2:24])[C:6](=[O:10])[O:7][CH2:8][CH3:9].